From a dataset of Reaction yield outcomes from USPTO patents with 853,638 reactions. Predict the reaction yield, written as a fraction of the theoretical maximum amount of product (1.0 means a 100% yield; for example, 0.34 means a 34% yield). (1) The reactants are C([O:3][C:4](=[O:24])[CH2:5][CH2:6][C:7]1[CH:12]=[CH:11][C:10]([S:13][CH2:14][CH2:15][C@H:16]([O:18]S(C)(=O)=O)[CH3:17])=[CH:9][C:8]=1[CH3:23])C.[F:25][C:26]1[CH:43]=[CH:42][C:29]([O:30][C:31]2[CH:36]=[C:35]([C:37]([F:40])([F:39])[F:38])[CH:34]=[CH:33][C:32]=2O)=[CH:28][CH:27]=1. No catalyst specified. The product is [F:25][C:26]1[CH:27]=[CH:28][C:29]([O:30][C:31]2[CH:36]=[C:35]([C:37]([F:38])([F:39])[F:40])[CH:34]=[CH:33][C:32]=2[O:18][C@@H:16]([CH3:17])[CH2:15][CH2:14][S:13][C:10]2[CH:11]=[CH:12][C:7]([CH2:6][CH2:5][C:4]([OH:3])=[O:24])=[C:8]([CH3:23])[CH:9]=2)=[CH:42][CH:43]=1. The yield is 0.540. (2) The product is [O:23]1[CH2:24][CH2:25][N:26]([S:29]([C:32]2[CH:33]=[CH:34][C:35]([NH:38][C:39]([N:17]3[CH2:18][CH2:19][N:14]([C:11]4[N:12]=[CH:13][C:8]5[C:6](=[O:7])[C:5]([C:20]([OH:22])=[O:21])=[CH:4][N:3]([CH2:2][CH3:1])[C:9]=5[N:10]=4)[CH2:15][CH2:16]3)=[S:40])=[CH:36][CH:37]=2)(=[O:31])=[O:30])[CH2:27][CH2:28]1. No catalyst specified. The reactants are [CH3:1][CH2:2][N:3]1[C:9]2[N:10]=[C:11]([N:14]3[CH2:19][CH2:18][NH:17][CH2:16][CH2:15]3)[N:12]=[CH:13][C:8]=2[C:6](=[O:7])[C:5]([C:20]([OH:22])=[O:21])=[CH:4]1.[O:23]1[CH2:28][CH2:27][N:26]([S:29]([C:32]2[CH:37]=[CH:36][C:35]([N:38]=[C:39]=[S:40])=[CH:34][CH:33]=2)(=[O:31])=[O:30])[CH2:25][CH2:24]1.C(N(CC)CC)C. The yield is 0.850.